Dataset: Peptide-MHC class II binding affinity with 134,281 pairs from IEDB. Task: Regression. Given a peptide amino acid sequence and an MHC pseudo amino acid sequence, predict their binding affinity value. This is MHC class II binding data. (1) The peptide sequence is SVRFSWLSLLVPFVQWF. The MHC is HLA-DPA10201-DPB11401 with pseudo-sequence HLA-DPA10201-DPB11401. The binding affinity (normalized) is 0.533. (2) The peptide sequence is LHFSEALRIIAGTPE. The MHC is HLA-DQA10301-DQB10302 with pseudo-sequence HLA-DQA10301-DQB10302. The binding affinity (normalized) is 0.394. (3) The peptide sequence is VFGNCEGVKIIGISI. The MHC is HLA-DQA10101-DQB10501 with pseudo-sequence HLA-DQA10101-DQB10501. The binding affinity (normalized) is 0.197. (4) The peptide sequence is YHFDLSGHAFGAMAK. The MHC is HLA-DPA10103-DPB10401 with pseudo-sequence HLA-DPA10103-DPB10401. The binding affinity (normalized) is 0.466. (5) The peptide sequence is GSMAKKGDEQKLRSA. The MHC is HLA-DQA10301-DQB10302 with pseudo-sequence HLA-DQA10301-DQB10302. The binding affinity (normalized) is 0.0190. (6) The peptide sequence is GRRGAAEVLVVLSEL. The MHC is HLA-DQA10201-DQB10402 with pseudo-sequence HLA-DQA10201-DQB10402. The binding affinity (normalized) is 0.411. (7) The peptide sequence is KGKSAWYVDTEIINE. The MHC is DRB5_0101 with pseudo-sequence DRB5_0101. The binding affinity (normalized) is 0.617.